From a dataset of hERG potassium channel inhibition data for cardiac toxicity prediction from Karim et al.. Regression/Classification. Given a drug SMILES string, predict its toxicity properties. Task type varies by dataset: regression for continuous values (e.g., LD50, hERG inhibition percentage) or binary classification for toxic/non-toxic outcomes (e.g., AMES mutagenicity, cardiotoxicity, hepatotoxicity). Dataset: herg_karim. (1) The compound is COc1ccccc1CCNCC(=O)N1CCc2ccccc2C1C1CCCCC1. The result is 1 (blocker). (2) The molecule is C[C@H]1CN(S(=O)(=O)C[C@]23CC[C@H](CC2=O)C3(C)C)CCN1c1ncc(C(F)(F)F)cc1F. The result is 0 (non-blocker). (3) The compound is N#Cc1ccc(Cn2cncc2CN[C@H]2CCN(C(=O)c3ccc[nH]c3=S)C2=O)cc1. The result is 0 (non-blocker). (4) The result is 1 (blocker). The drug is Nc1nc(NC2CCNC2)c2sc(-c3ccc(C(F)(F)F)cc3)cc2n1. (5) The drug is COC(=O)c1ccc2[nH]c(NCCCNC(=O)c3cc(Cl)cc(Cl)c3)nc2c1. The result is 0 (non-blocker). (6) The compound is CC(=O)C1=NN2c3cc(Cl)ccc3OC[C@H]2[C@@]1(CCCN1CCOCC1)c1ccccc1. The result is 1 (blocker). (7) The drug is O=C(N[C@H]1CC[C@H](O)CC1)[C@H](C1CCCCC1)n1c(-c2ccc(Cl)cc2)nc2cc(F)c(F)cc21. The result is 1 (blocker). (8) The compound is N#Cc1nc(CCCN2CCC(O)CC2)cc(-c2cccc(C(F)(F)F)c2)n1. The result is 1 (blocker). (9) The compound is CN(C)[C@@H](CCOc1cccc2ccccc12)c1ccccc1. The result is 0 (non-blocker).